This data is from Reaction yield outcomes from USPTO patents with 853,638 reactions. The task is: Predict the reaction yield, written as a fraction of the theoretical maximum amount of product (1.0 means a 100% yield; for example, 0.34 means a 34% yield). The reactants are C1(P(C2C=CC=CC=2)C2C=CC=CC=2)C=CC=CC=1.[Br:20]Br.O[CH2:23][C:24]1([C:30]#[N:31])[CH2:29][CH2:28][O:27][CH2:26][CH2:25]1. The catalyst is C(Cl)Cl. The product is [Br:20][CH2:23][C:24]1([C:30]#[N:31])[CH2:29][CH2:28][O:27][CH2:26][CH2:25]1. The yield is 0.350.